This data is from Catalyst prediction with 721,799 reactions and 888 catalyst types from USPTO. The task is: Predict which catalyst facilitates the given reaction. Reactant: [CH:1]1([NH:7][C:8]([C@H:10](OS(C)(=O)=O)[C:11]2[CH:16]=[CH:15][CH:14]=[CH:13][CH:12]=2)=[O:9])[CH2:6][CH2:5][CH2:4][CH2:3][CH2:2]1.CCN(C(C)C)C(C)C.[F:31][C:32]1[CH:33]=[C:34]([NH2:38])[CH:35]=[CH:36][CH:37]=1.O. Product: [CH:1]1([NH:7][C:8](=[O:9])[C@@H:10]([NH:38][C:34]2[CH:35]=[CH:36][CH:37]=[C:32]([F:31])[CH:33]=2)[C:11]2[CH:16]=[CH:15][CH:14]=[CH:13][CH:12]=2)[CH2:6][CH2:5][CH2:4][CH2:3][CH2:2]1. The catalyst class is: 3.